Dataset: Full USPTO retrosynthesis dataset with 1.9M reactions from patents (1976-2016). Task: Predict the reactants needed to synthesize the given product. (1) Given the product [Cl:1][C:2]1[N:7]=[C:6]([C:8]2[S:12][C:11]([CH:13]3[CH2:18][CH2:17][O:16][CH2:15][CH2:14]3)=[N:10][C:9]=2[C:19]2[C:20]([F:26])=[C:21]([NH:22][S:41]([C:35]3[CH:36]=[C:37]([F:40])[CH:38]=[CH:39][C:34]=3[F:33])(=[O:43])=[O:42])[CH:23]=[CH:24][CH:25]=2)[CH:5]=[CH:4][N:3]=1, predict the reactants needed to synthesize it. The reactants are: [Cl:1][C:2]1[N:7]=[C:6]([C:8]2[S:12][C:11]([CH:13]3[CH2:18][CH2:17][O:16][CH2:15][CH2:14]3)=[N:10][C:9]=2[C:19]2[C:20]([F:26])=[C:21]([CH:23]=[CH:24][CH:25]=2)[NH2:22])[CH:5]=[CH:4][N:3]=1.N1C=CC=CC=1.[F:33][C:34]1[CH:39]=[CH:38][C:37]([F:40])=[CH:36][C:35]=1[S:41](Cl)(=[O:43])=[O:42]. (2) Given the product [Cl:51][C:38]1[CH:37]=[C:36]([CH:41]=[CH:40][C:39]=1[O:42][CH2:43][C:44]1[CH:49]=[CH:48][CH:47]=[C:46]([F:50])[CH:45]=1)[NH:35][C:30]1[C:29]([C:28]#[C:27][C:23]2[N:22]=[C:21]([NH:20][C:18](=[O:19])[CH2:17][CH2:15][CH2:10][N:9]([CH3:8])[CH3:55])[CH:26]=[CH:25][CH:24]=2)=[CH:34][N:33]=[CH:32][N:31]=1, predict the reactants needed to synthesize it. The reactants are: C1(N=[C:8]=[N:9][CH:10]2[CH2:15]CCCC2)CCCCC1.Cl[C:17](F)(F)[C:18]([NH:20][C:21]1[CH:26]=[CH:25][CH:24]=[C:23]([C:27]#[C:28][C:29]2[C:30]([NH:35][C:36]3[CH:41]=[CH:40][C:39]([O:42][CH2:43][C:44]4[CH:49]=[CH:48][CH:47]=[C:46]([F:50])[CH:45]=4)=[C:38]([Cl:51])[CH:37]=3)=[N:31][CH:32]=[N:33][CH:34]=2)[N:22]=1)=[O:19].Cl[CH2:55]CCl. (3) Given the product [OH:6][CH2:7][C:8]1[N:13]([CH2:14][C:15]2[CH:20]=[CH:19][CH:18]=[C:17]([C:21]([F:22])([F:24])[F:23])[C:16]=2[CH3:25])[C:12]2[N:26]=[C:27]([N:29]3[CH2:34][CH2:33][O:32][CH2:31][CH2:30]3)[S:28][C:11]=2[C:10](=[O:35])[N:9]=1, predict the reactants needed to synthesize it. The reactants are: [OH-].[Na+].C([O:6][CH2:7][C:8]1[N:13]([CH2:14][C:15]2[CH:20]=[CH:19][CH:18]=[C:17]([C:21]([F:24])([F:23])[F:22])[C:16]=2[CH3:25])[C:12]2[N:26]=[C:27]([N:29]3[CH2:34][CH2:33][O:32][CH2:31][CH2:30]3)[S:28][C:11]=2[C:10](=[O:35])[N:9]=1)(=O)C.Cl.